The task is: Predict the product of the given reaction.. This data is from Forward reaction prediction with 1.9M reactions from USPTO patents (1976-2016). (1) Given the reactants [OH:1][C:2]([C:5]1[N:10]=[CH:9][C:8]([C:11]2[CH:16]=[CH:15][N:14]=[C:13]([C:17]([O:19]C(C)C)=[O:18])[CH:12]=2)=[CH:7][CH:6]=1)([CH3:4])[CH3:3].[ClH:23], predict the reaction product. The product is: [ClH:23].[OH:1][C:2]([C:5]1[N:10]=[CH:9][C:8]([C:11]2[CH:16]=[CH:15][N:14]=[C:13]([C:17]([OH:19])=[O:18])[CH:12]=2)=[CH:7][CH:6]=1)([CH3:4])[CH3:3]. (2) Given the reactants [CH:1]([C:3]1[CH:4]=[C:5]([CH:10]=[CH:11][C:12]=1[OH:13])[C:6]([O:8][CH3:9])=[O:7])=[O:2].C([O-])([O-])=O.[K+].[K+].Br[CH2:21][CH:22]1[CH2:24][CH2:23]1, predict the reaction product. The product is: [CH:22]1([CH2:21][O:13][C:12]2[CH:11]=[CH:10][C:5]([C:6]([O:8][CH3:9])=[O:7])=[CH:4][C:3]=2[CH:1]=[O:2])[CH2:24][CH2:23]1. (3) Given the reactants C([O:4][CH2:5][C:6](Cl)=[O:7])(=O)C.[F:9][C:10]1[CH:15]=[CH:14][C:13]([O:16][CH2:17][C@@H:18]2[CH2:22][CH2:21][CH2:20][O:19]2)=[CH:12][C:11]=1[C:23]1[C:31]2[C:30]([NH2:32])=[N:29][CH:28]=[N:27][C:26]=2[N:25]([C@H:33]2[CH2:36][C@@H:35]([N:37]3[CH2:42][CH2:41][NH:40][CH2:39][CH2:38]3)[CH2:34]2)[CH:24]=1.C(N(CC)CC)C, predict the reaction product. The product is: [NH2:32][C:30]1[C:31]2[C:23]([C:11]3[CH:12]=[C:13]([O:16][CH2:17][C@@H:18]4[CH2:22][CH2:21][CH2:20][O:19]4)[CH:14]=[CH:15][C:10]=3[F:9])=[CH:24][N:25]([C@@H:33]3[CH2:34][C@H:35]([N:37]4[CH2:38][CH2:39][N:40]([C:5](=[O:4])[CH2:6][OH:7])[CH2:41][CH2:42]4)[CH2:36]3)[C:26]=2[N:27]=[CH:28][N:29]=1. (4) Given the reactants [I:1][C:2]1[CH:3]=[C:4]2[C:16](=[O:17])[C:15]([C:18]([O:20]CC)=O)=[CH:14][N:6]3[CH2:7][C:8](=[O:13])[N:9]([CH3:12])[C:10]([CH:11]=1)=[C:5]23.[Cl:23][C:24]1[CH:31]=[CH:30][C:27]([CH2:28][NH2:29])=[CH:26][CH:25]=1, predict the reaction product. The product is: [Cl:23][C:24]1[CH:31]=[CH:30][C:27]([CH2:28][NH:29][C:18]([C:15]2[C:16](=[O:17])[C:4]3[C:5]4[N:6]([CH:14]=2)[CH2:7][C:8](=[O:13])[N:9]([CH3:12])[C:10]=4[CH:11]=[C:2]([I:1])[CH:3]=3)=[O:20])=[CH:26][CH:25]=1.